Dataset: Full USPTO retrosynthesis dataset with 1.9M reactions from patents (1976-2016). Task: Predict the reactants needed to synthesize the given product. (1) Given the product [CH3:16][CH:2]([CH2:12][N+:13]([O-:15])=[O:14])[CH2:3][C:4]([C:6]1[CH:7]=[N:8][CH:9]=[CH:10][CH:11]=1)([OH:5])[CH3:19], predict the reactants needed to synthesize it. The reactants are: C[C:2]([CH3:16])([CH2:12][N+:13]([O-:15])=[O:14])[CH2:3][C:4]([C:6]1[CH:7]=[N:8][CH:9]=[CH:10][CH:11]=1)=[O:5].[BH4-].[Na+].[CH3:19]O. (2) Given the product [OH:1][C:2]1[CH:11]=[C:10]2[C:5]([C:6](=[O:20])[C:7]([C:12]3[CH:17]=[CH:16][CH:15]=[CH:14][C:13]=3[OH:18])=[CH:8][O:9]2)=[CH:4][CH:3]=1, predict the reactants needed to synthesize it. The reactants are: [OH:1][C:2]1[CH:11]=[C:10]2[C:5]([C:6](=[O:20])[C:7]([C:12]3[CH:17]=[CH:16][CH:15]=[CH:14][C:13]=3[O:18]C)=[CH:8][O:9]2)=[CH:4][CH:3]=1.B(Br)(Br)Br. (3) Given the product [ClH:16].[N:10]1[CH:11]=[CH:12][CH:13]=[CH:14][C:9]=1[O:8][CH2:7][C:6]([OH:15])=[O:5], predict the reactants needed to synthesize it. The reactants are: C([O:5][C:6](=[O:15])[CH2:7][O:8][C:9]1[CH:14]=[CH:13][CH:12]=[CH:11][N:10]=1)(C)(C)C.[ClH:16]. (4) Given the product [C:1]([C:5]1[CH:6]=[CH:7][C:8]([CH:11]2[N:15]([C:16]3[S:17][C:18]([CH3:21])=[N:19][N:20]=3)[C:14](=[O:22])[C:13]([O:23][CH3:35])=[C:12]2[C:24](=[O:33])[C:25]2[CH:26]=[CH:27][C:28]([O:31][CH3:32])=[CH:29][CH:30]=2)=[CH:9][CH:10]=1)([CH3:4])([CH3:2])[CH3:3], predict the reactants needed to synthesize it. The reactants are: [C:1]([C:5]1[CH:10]=[CH:9][C:8]([CH:11]2[N:15]([C:16]3[S:17][C:18]([CH3:21])=[N:19][N:20]=3)[C:14](=[O:22])[C:13]([OH:23])=[C:12]2[C:24](=[O:33])[C:25]2[CH:30]=[CH:29][C:28]([O:31][CH3:32])=[CH:27][CH:26]=2)=[CH:7][CH:6]=1)([CH3:4])([CH3:3])[CH3:2].I[CH3:35]. (5) Given the product [CH3:10][O:11][C:12]1[CH:19]=[CH:18][C:15]([CH2:16][N:4]2[C:3](=[O:8])[C:2]([CH3:9])([CH3:1])[NH:6][C:5]2=[O:7])=[CH:14][CH:13]=1, predict the reactants needed to synthesize it. The reactants are: [CH3:1][C:2]1([CH3:9])[NH:6][C:5](=[O:7])[NH:4][C:3]1=[O:8].[CH3:10][O:11][C:12]1[CH:19]=[CH:18][C:15]([CH2:16]Cl)=[CH:14][CH:13]=1.C(=O)([O-])[O-].[K+].[K+].C(#N)C. (6) Given the product [CH3:2][N:3]([CH2:69][C:68]1[C:60]([S:59][C:50]2[N:49]([CH2:48][CH2:47][NH:46][CH2:41][C:42]([CH3:43])([CH3:44])[CH3:45])[C:57]3[CH:56]=[CH:55][N:54]=[C:53]([NH2:58])[C:52]=3[N:51]=2)=[CH:61][C:62]2[O:66][CH2:65][O:64][C:63]=2[CH:67]=1)[CH3:4], predict the reactants needed to synthesize it. The reactants are: N[C:2]1C2NC(=S)N(CCNCC(C)(C)C)C=2C=[CH:4][N:3]=1.IC1C(CNC(=O)C)=CC2OCOC=2C=1.C(O[Na])(C)(C)C.[CH2:41]([NH:46][CH2:47][CH2:48][N:49]1[C:57]2[CH:56]=[CH:55][N:54]=[C:53]([NH2:58])[C:52]=2[N:51]=[C:50]1[S:59][C:60]1[C:68]([CH:69]=C)=[CH:67][C:63]2[O:64][CH2:65][O:66][C:62]=2[CH:61]=1)[C:42]([CH3:45])([CH3:44])[CH3:43].